From a dataset of Forward reaction prediction with 1.9M reactions from USPTO patents (1976-2016). Predict the product of the given reaction. (1) Given the reactants [P:1]([O-:13])([O:8][C:9]([CH3:12])([CH3:11])[CH3:10])([O:3][C:4]([CH3:7])([CH3:6])[CH3:5])=[O:2].O.O.O.O.O.[OH-].C[N+](C)(C)C.[Cl:25][CH2:26]I, predict the reaction product. The product is: [P:1]([O:13][CH2:26][Cl:25])([O:3][C:4]([CH3:6])([CH3:7])[CH3:5])([O:8][C:9]([CH3:12])([CH3:11])[CH3:10])=[O:2]. (2) The product is: [NH2:7][C:8]1[CH:13]=[CH:12][C:11]([C:14]2[S:15][CH:16]=[C:17]([C:19]3[C:20](=[O:29])[NH:21][C:22]4[C:27]([CH:28]=3)=[CH:26][CH:25]=[CH:24][CH:23]=4)[N:18]=2)=[CH:10][CH:9]=1. Given the reactants C(OC(=O)[NH:7][C:8]1[CH:13]=[CH:12][C:11]([C:14]2[S:15][CH:16]=[C:17]([C:19]3[C:20](=[O:29])[NH:21][C:22]4[C:27]([CH:28]=3)=[CH:26][CH:25]=[CH:24][CH:23]=4)[N:18]=2)=[CH:10][CH:9]=1)(C)(C)C, predict the reaction product. (3) Given the reactants Br[C:2]1[C:3](=[O:27])[C:4]2[C:9]([C:10]=1[C:11]1[CH:16]=[CH:15][CH:14]=[CH:13][CH:12]=1)=[CH:8][CH:7]=[C:6]([O:17][CH2:18][CH2:19][CH2:20][C:21]1[CH:26]=[CH:25][CH:24]=[CH:23][CH:22]=1)[CH:5]=2.[CH3:28][N:29](C)C=O, predict the reaction product. The product is: [O:27]=[C:3]1[C:4]2[C:9](=[CH:8][CH:7]=[C:6]([O:17][CH2:18][CH2:19][CH2:20][C:21]3[CH:26]=[CH:25][CH:24]=[CH:23][CH:22]=3)[CH:5]=2)[C:10]([C:11]2[CH:16]=[CH:15][CH:14]=[CH:13][CH:12]=2)=[C:2]1[C:28]#[N:29]. (4) Given the reactants [CH2:1]([N:14]([CH2:19][CH2:20][C:21]#[N:22])[CH2:15][CH2:16][C:17]#[N:18])[CH2:2][CH2:3][CH2:4][N:5]([CH2:10][CH2:11][C:12]#[N:13])[CH2:6][CH2:7][C:8]#[N:9].CO, predict the reaction product. The product is: [NH2:22][CH2:21][CH2:20][CH2:19][N:14]([CH2:15][CH2:16][CH2:17][NH2:18])[CH2:1][CH2:2][CH2:3][CH2:4][N:5]([CH2:6][CH2:7][CH2:8][NH2:9])[CH2:10][CH2:11][CH2:12][NH2:13]. (5) Given the reactants [CH2:1]([C:3]1[C:8]([C:9]#[C:10][C:11]2[CH:12]=[N:13][C:14]([NH:17][CH3:18])=[CH:15][CH:16]=2)=[C:7]([C:19]2[CH:27]=[CH:26][C:22]([C:23](O)=[O:24])=[C:21]([F:28])[CH:20]=2)[CH:6]=[CH:5][N:4]=1)[CH3:2].[CH2:29]([N:31]1[CH2:36][CH2:35][NH:34][CH2:33][CH2:32]1)[CH3:30].CN(C(ON1N=NC2C=CC=NC1=2)=[N+](C)C)C.F[P-](F)(F)(F)(F)F.CCN(C(C)C)C(C)C, predict the reaction product. The product is: [CH2:1]([C:3]1[C:8]([C:9]#[C:10][C:11]2[CH:12]=[N:13][C:14]([NH:17][CH3:18])=[CH:15][CH:16]=2)=[C:7]([C:19]2[CH:27]=[CH:26][C:22]([C:23]([N:34]3[CH2:35][CH2:36][N:31]([CH2:29][CH3:30])[CH2:32][CH2:33]3)=[O:24])=[C:21]([F:28])[CH:20]=2)[CH:6]=[CH:5][N:4]=1)[CH3:2]. (6) The product is: [CH:20]1([CH:23]([C:30]2[CH:31]=[C:32]([CH:33]=[CH:34][CH:35]=2)[O:36][CH2:37][CH:38]2[CH2:43][CH2:42][N:41]([C:2]3[N:17]=[C:16]([O:18][CH3:19])[CH:15]=[CH:14][C:3]=3[C:4]([O:6][CH2:7][C:8]3[CH:13]=[CH:12][CH:11]=[CH:10][CH:9]=3)=[O:5])[CH2:40][CH2:39]2)[CH2:24][C:25]([O:27][CH2:28][CH3:29])=[O:26])[CH2:22][CH2:21]1. Given the reactants Cl[C:2]1[N:17]=[C:16]([O:18][CH3:19])[CH:15]=[CH:14][C:3]=1[C:4]([O:6][CH2:7][C:8]1[CH:13]=[CH:12][CH:11]=[CH:10][CH:9]=1)=[O:5].[CH:20]1([CH:23]([C:30]2[CH:35]=[CH:34][CH:33]=[C:32]([O:36][CH2:37][CH:38]3[CH2:43][CH2:42][NH:41][CH2:40][CH2:39]3)[CH:31]=2)[CH2:24][C:25]([O:27][CH2:28][CH3:29])=[O:26])[CH2:22][CH2:21]1.C(=O)([O-])[O-].[K+].[K+].O, predict the reaction product. (7) Given the reactants Br[CH2:2][CH2:3][O:4][CH2:5][CH2:6]Br.C(N(C(C)C)CC)(C)C.CN(C)C(=O)C.[NH2:23][C:24]1[CH:33]=[C:27]2[CH:28]=[CH:29][C:30]([Cl:32])=[CH:31][N:26]2[N:25]=1, predict the reaction product. The product is: [Cl:32][C:30]1[CH:29]=[CH:28][C:27]2[N:26]([N:25]=[C:24]([N:23]3[CH2:6][CH2:5][O:4][CH2:3][CH2:2]3)[CH:33]=2)[CH:31]=1. (8) Given the reactants [Cl:1][C:2]1[C:3]2[C:10]3[CH2:11][CH2:12][CH:13]([C:15]([OH:17])=O)[CH2:14][C:9]=3[S:8][C:4]=2[N:5]=[CH:6][N:7]=1.[CH2:18]([NH:20][CH:21]([CH3:23])[CH3:22])[CH3:19], predict the reaction product. The product is: [Cl:1][C:2]1[C:3]2[C:10]3[CH2:11][CH2:12][CH:13]([C:15]([N:20]([CH2:18][CH3:19])[CH:21]([CH3:23])[CH3:22])=[O:17])[CH2:14][C:9]=3[S:8][C:4]=2[N:5]=[CH:6][N:7]=1.